From a dataset of TCR-epitope binding with 47,182 pairs between 192 epitopes and 23,139 TCRs. Binary Classification. Given a T-cell receptor sequence (or CDR3 region) and an epitope sequence, predict whether binding occurs between them. (1) The epitope is ILGLPTQTV. The TCR CDR3 sequence is CASSPTGSNEQFF. Result: 1 (the TCR binds to the epitope). (2) The epitope is DRFYKTLRAEQASQEV. The TCR CDR3 sequence is CASSSSWGYGYTF. Result: 0 (the TCR does not bind to the epitope). (3) The epitope is HTTDPSFLGRY. The TCR CDR3 sequence is CASSPSGELFF. Result: 1 (the TCR binds to the epitope). (4) Result: 1 (the TCR binds to the epitope). The TCR CDR3 sequence is CSATLNWGFF. The epitope is NEGVKAAW. (5) The epitope is YLNTLTLAV. The TCR CDR3 sequence is CASSSGQGGYEQYF. Result: 1 (the TCR binds to the epitope). (6) The epitope is ATDALMTGY. The TCR CDR3 sequence is CASSPVTGFIGYEQYF. Result: 0 (the TCR does not bind to the epitope). (7) The epitope is TPRVTGGGAM. The TCR CDR3 sequence is CASSLHTQGARFF. Result: 1 (the TCR binds to the epitope). (8) The epitope is YFPLQSYGF. The TCR CDR3 sequence is CASSYPTRRELFF. Result: 0 (the TCR does not bind to the epitope). (9) The epitope is AVFDRKSDAK. The TCR CDR3 sequence is CASSSAGGGGNTIYF. Result: 0 (the TCR does not bind to the epitope).